This data is from Forward reaction prediction with 1.9M reactions from USPTO patents (1976-2016). The task is: Predict the product of the given reaction. (1) Given the reactants C([O:5][C:6](=[O:41])[C:7]1[CH:12]=[CH:11][CH:10]=[C:9]([CH2:13][CH:14]([NH:28][C:29](=[O:38])[CH2:30][CH:31]2[CH2:36][CH2:35][N:34]([CH3:37])[CH2:33][CH2:32]2)[B:15]2[O:23]C3C(C)(C4CC(C3)C4(C)C)[O:16]2)[C:8]=1OC)(C)(C)C.B(Cl)(Cl)Cl, predict the reaction product. The product is: [OH:16][B:15]1[CH:14]([NH:28][C:29](=[O:38])[CH2:30][CH:31]2[CH2:32][CH2:33][N:34]([CH3:37])[CH2:35][CH2:36]2)[CH2:13][C:9]2[CH:10]=[CH:11][CH:12]=[C:7]([C:6]([OH:5])=[O:41])[C:8]=2[O:23]1. (2) Given the reactants C[N:2](C)/[CH:3]=[CH:4]/[C:5]([C:7]1[C:12](=[O:13])[CH:11]=[CH:10][N:9]([C:14]2[CH:19]=[CH:18][CH:17]=[C:16]([S:20]([CH3:23])(=[O:22])=[O:21])[CH:15]=2)[N:8]=1)=O.[F:25][C:26]1[CH:31]=[CH:30][C:29]([F:32])=[CH:28][C:27]=1[NH:33]N, predict the reaction product. The product is: [F:25][C:26]1[CH:31]=[CH:30][C:29]([F:32])=[CH:28][C:27]=1[N:33]1[C:5]([C:7]2[C:12](=[O:13])[CH:11]=[CH:10][N:9]([C:14]3[CH:19]=[CH:18][CH:17]=[C:16]([S:20]([CH3:23])(=[O:22])=[O:21])[CH:15]=3)[N:8]=2)=[CH:4][CH:3]=[N:2]1. (3) Given the reactants [Cl:1][C:2]1[S:6][C:5]([C:7]2[NH:8][C:9]([CH2:18]O)=[C:10]([C:12]3[CH:13]=[N:14][CH:15]=[CH:16][CH:17]=3)[N:11]=2)=[CH:4][CH:3]=1.S(Cl)([Cl:22])=O, predict the reaction product. The product is: [ClH:1].[ClH:22].[Cl:1][C:2]1[S:6][C:5]([C:7]2[NH:8][C:9]([CH2:18][Cl:22])=[C:10]([C:12]3[CH:13]=[N:14][CH:15]=[CH:16][CH:17]=3)[N:11]=2)=[CH:4][CH:3]=1.